Dataset: Forward reaction prediction with 1.9M reactions from USPTO patents (1976-2016). Task: Predict the product of the given reaction. (1) Given the reactants S(Cl)(Cl)=O.[C:5]([O:8][CH2:9][C:10]([CH3:40])([CH3:39])[CH2:11][N:12]1[C:18]2[CH:19]=[CH:20][C:21]([Cl:23])=[CH:22][C:17]=2[C@@H:16]([C:24]2[CH:29]=[CH:28][CH:27]=[C:26]([O:30][CH3:31])[C:25]=2[O:32][CH3:33])[O:15][C@H:14]([CH2:34][C:35]([OH:37])=O)[C:13]1=[O:38])(=[O:7])[CH3:6].CN(C)C=O.[CH2:46]([S:49]([NH2:52])(=[O:51])=[O:50])[CH2:47][CH3:48], predict the reaction product. The product is: [CH2:46]([S:49]([NH:52][C:35](=[O:37])[CH2:34][C@H:14]1[O:15][C@H:16]([C:24]2[CH:29]=[CH:28][CH:27]=[C:26]([O:30][CH3:31])[C:25]=2[O:32][CH3:33])[C:17]2[CH:22]=[C:21]([Cl:23])[CH:20]=[CH:19][C:18]=2[N:12]([CH2:11][C:10]([CH3:40])([CH3:39])[CH2:9][O:8][C:5](=[O:7])[CH3:6])[C:13]1=[O:38])(=[O:51])=[O:50])[CH2:47][CH3:48]. (2) Given the reactants [CH2:1]1[C:5]2([CH2:10][CH2:9][C:8]([CH2:11][OH:12])=[CH:7][CH2:6]2)[CH2:4][CH2:3][CH2:2]1.O1CCCC1.[H][H], predict the reaction product. The product is: [CH2:1]1[C:5]2([CH2:10][CH2:9][CH:8]([CH2:11][OH:12])[CH2:7][CH2:6]2)[CH2:4][CH2:3][CH2:2]1. (3) Given the reactants I[C:2]1[CH:3]=[C:4]2[C:8](=[CH:9][CH:10]=1)[N:7]([C:11]([O:13][C:14]([CH3:17])([CH3:16])[CH3:15])=[O:12])[CH:6]=[CH:5]2.[NH:18]1[CH2:22][CH2:21][CH2:20][C:19]1=[O:23].C(=O)([O-])[O-].[Cs+].[Cs+], predict the reaction product. The product is: [O:23]=[C:19]1[CH2:20][CH2:21][CH2:22][N:18]1[C:2]1[CH:3]=[C:4]2[C:8](=[CH:9][CH:10]=1)[N:7]([C:11]([O:13][C:14]([CH3:17])([CH3:16])[CH3:15])=[O:12])[CH:6]=[CH:5]2. (4) Given the reactants [CH3:1][C:2]([CH3:4])=O.[Br:5][C:6]1[N:10]2[N:11]=[C:12]([NH:15][CH2:16][CH2:17][CH2:18][NH2:19])[CH:13]=[CH:14][C:9]2=[N:8][CH:7]=1.[BH4-].[Na+], predict the reaction product. The product is: [Br:5][C:6]1[N:10]2[N:11]=[C:12]([NH:15][CH2:16][CH2:17][CH2:18][NH:19][CH:2]([CH3:4])[CH3:1])[CH:13]=[CH:14][C:9]2=[N:8][CH:7]=1. (5) The product is: [F:1][C:2]1[CH:11]=[C:10]2[C:5]([CH:6]=[CH:7][CH:8]=[N:9]2)=[CH:4][C:3]=1[CH2:12][N:13]1[C:17]2=[N:18][C:19]([C:22](=[N:31][OH:32])[CH3:23])=[CH:20][CH:21]=[C:16]2[N:15]=[N:14]1. Given the reactants [F:1][C:2]1[CH:11]=[C:10]2[C:5]([CH:6]=[CH:7][CH:8]=[N:9]2)=[CH:4][C:3]=1[CH2:12][N:13]1[C:17]2=[N:18][C:19]([C:22](=O)[CH3:23])=[CH:20][CH:21]=[C:16]2[N:15]=[N:14]1.C([O-])(=O)C.[Na+].Cl.[NH2:31][OH:32], predict the reaction product. (6) Given the reactants [NH:1]([C:3]([O:5][C:6]([CH3:9])([CH3:8])[CH3:7])=[O:4])[NH2:2].[C:10](Cl)(=[O:14])[CH:11]([CH3:13])[CH3:12], predict the reaction product. The product is: [C:10]([NH:2][NH:1][C:3]([O:5][C:6]([CH3:9])([CH3:8])[CH3:7])=[O:4])(=[O:14])[CH:11]([CH3:13])[CH3:12]. (7) Given the reactants [BrH:1].IC(C)CN[C:6]1[C:11](I)=[CH:10][CH:9]=[CH:8][CH:7]=1.N([O-])=O.[Na+].O.O.O.O.O.O.O.O.O.O.C(=O)([O-])[O-].[Na+].[Na+], predict the reaction product. The product is: [Br:1][C:6]1[C:7]([CH:6]([CH3:11])[CH3:7])=[CH:8][CH:9]=[CH:10][C:11]=1[CH:9]([CH3:10])[CH3:8].